From a dataset of Full USPTO retrosynthesis dataset with 1.9M reactions from patents (1976-2016). Predict the reactants needed to synthesize the given product. (1) The reactants are: [NH2:1][C:2]1[CH:3]=[CH:4][C:5]([N:8]2[CH2:13][CH2:12][C:11]([CH2:15][C:16]([O:18][CH3:19])=[O:17])([CH3:14])[CH2:10][CH2:9]2)=[N:6][CH:7]=1.C(N(CC)CC)C.Cl[C:28](=[O:33])[C:29]([O:31][CH3:32])=[O:30]. Given the product [CH3:19][O:18][C:16](=[O:17])[CH2:15][C:11]1([CH3:14])[CH2:12][CH2:13][N:8]([C:5]2[N:6]=[CH:7][C:2]([NH:1][C:28](=[O:33])[C:29]([O:31][CH3:32])=[O:30])=[CH:3][CH:4]=2)[CH2:9][CH2:10]1, predict the reactants needed to synthesize it. (2) Given the product [S:9]1[CH:10]=[CH:11][N:12]=[C:8]1[NH:2][CH2:3][CH2:4][CH2:5][NH:6][C:21](=[O:23])[C:20]#[C:19][C:13]1[CH:14]=[CH:15][CH:16]=[CH:17][CH:18]=1, predict the reactants needed to synthesize it. The reactants are: C[N:2]([C:8]1[S:9][CH:10]=[CH:11][N:12]=1)[CH2:3][CH2:4][CH2:5][NH:6]C.[C:13]1([C:19]#[C:20][C:21]([OH:23])=O)[CH:18]=[CH:17][CH:16]=[CH:15][CH:14]=1.CCN(C(C)C)C(C)C.CN(C(ON1N=NC2C=CC=CC1=2)=[N+](C)C)C.[B-](F)(F)(F)F. (3) Given the product [C:11]([CH:5]([CH2:1][CH2:2][CH2:3][CH3:4])[C:6]([NH:21][C:20]1[CH:22]=[CH:23][C:17]([CH:14]([CH3:16])[CH3:15])=[CH:18][CH:19]=1)=[O:8])(=[O:12])[CH3:13], predict the reactants needed to synthesize it. The reactants are: [CH2:1]([CH:5]([C:11]([CH3:13])=[O:12])[C:6]([O:8]CC)=O)[CH2:2][CH2:3][CH3:4].[CH:14]([C:17]1[CH:23]=[CH:22][C:20]([NH2:21])=[CH:19][CH:18]=1)([CH3:16])[CH3:15]. (4) The reactants are: [CH3:1][O:2][C:3]1[CH:15]=[C:14]([O:16][CH3:17])[CH:13]=[CH:12][C:4]=1[CH2:5][NH:6][C:7]1[S:8][CH:9]=[CH:10][N:11]=1.[H-].[Na+].Cl[S:21]([C:24]1[CH:33]=[CH:32][C:27]([C:28]([O:30][CH3:31])=[O:29])=[C:26]([F:34])[CH:25]=1)(=[O:23])=[O:22].O. Given the product [CH3:1][O:2][C:3]1[CH:15]=[C:14]([O:16][CH3:17])[CH:13]=[CH:12][C:4]=1[CH2:5][N:6]([C:7]1[S:8][CH:9]=[CH:10][N:11]=1)[S:21]([C:24]1[CH:33]=[CH:32][C:27]([C:28]([O:30][CH3:31])=[O:29])=[C:26]([F:34])[CH:25]=1)(=[O:22])=[O:23], predict the reactants needed to synthesize it. (5) Given the product [F:26][C:27]1[CH:35]=[CH:34][CH:33]=[C:32]([F:36])[C:28]=1[C:29]([N:23]1[CH2:24][CH2:25][CH:20]([O:19][C:15]2[CH:14]=[C:13]([N+:10]([O-:12])=[O:11])[CH:18]=[CH:17][N:16]=2)[CH2:21][CH2:22]1)=[O:30], predict the reactants needed to synthesize it. The reactants are: C(N(CC)CC)C.Cl.Cl.[N+:10]([C:13]1[CH:18]=[CH:17][N:16]=[C:15]([O:19][CH:20]2[CH2:25][CH2:24][NH:23][CH2:22][CH2:21]2)[CH:14]=1)([O-:12])=[O:11].[F:26][C:27]1[CH:35]=[CH:34][CH:33]=[C:32]([F:36])[C:28]=1[C:29](Cl)=[O:30].